This data is from Full USPTO retrosynthesis dataset with 1.9M reactions from patents (1976-2016). The task is: Predict the reactants needed to synthesize the given product. (1) Given the product [C:20]([O:24][C:25](=[O:26])[NH:27][CH:28]([NH:1][CH2:2][C:3]1[CH:8]=[CH:7][C:6]([CH2:9][CH2:10][C:11]2[N:12]=[C:13]([NH:16][C:17](=[O:19])[CH3:18])[S:14][CH:15]=2)=[CH:5][CH:4]=1)[NH:29][C:30](=[O:31])[O:32][C:33]([CH3:36])([CH3:35])[CH3:34])([CH3:23])([CH3:21])[CH3:22], predict the reactants needed to synthesize it. The reactants are: [NH2:1][CH2:2][C:3]1[CH:8]=[CH:7][C:6]([CH2:9][CH2:10][C:11]2[N:12]=[C:13]([NH:16][C:17](=[O:19])[CH3:18])[S:14][CH:15]=2)=[CH:5][CH:4]=1.[C:20]([O:24][C:25]([NH:27][C:28](N1C=CC=N1)=[N:29][C:30]([O:32][C:33]([CH3:36])([CH3:35])[CH3:34])=[O:31])=[O:26])([CH3:23])([CH3:22])[CH3:21]. (2) Given the product [C:21]([C:25]1[CH:30]=[CH:29][C:28]2[NH:31][C:5]([C:4]3[CH:7]=[CH:8][C:9]([O:10][CH2:11][CH2:12][CH2:13][N:14]4[CH2:19][CH2:18][N:17]([CH3:20])[CH2:16][CH2:15]4)=[C:2]([CH3:1])[CH:3]=3)=[N:32][C:27]=2[CH:26]=1)([CH3:24])([CH3:22])[CH3:23], predict the reactants needed to synthesize it. The reactants are: [CH3:1][C:2]1[CH:3]=[C:4]([CH:7]=[CH:8][C:9]=1[O:10][CH2:11][CH2:12][CH2:13][N:14]1[CH2:19][CH2:18][N:17]([CH3:20])[CH2:16][CH2:15]1)[CH:5]=O.[C:21]([C:25]1[CH:26]=[C:27]([NH2:32])[C:28]([NH2:31])=[CH:29][CH:30]=1)([CH3:24])([CH3:23])[CH3:22]. (3) Given the product [Cl:11][C:12]1[CH:17]=[CH:16][C:15]([NH:18][C:19](=[S:20])[CH2:8][CH2:7][CH:1]2[CH2:6][CH2:5][CH2:4][CH:3]=[CH:2]2)=[CH:14][CH:13]=1, predict the reactants needed to synthesize it. The reactants are: [CH:1]1([CH2:7][CH2:8][Mg]Br)[CH2:6][CH2:5][CH2:4][CH:3]=[CH:2]1.[Cl:11][C:12]1[CH:17]=[CH:16][C:15]([N:18]=[C:19]=[S:20])=[CH:14][CH:13]=1.[Cl-].[NH4+]. (4) Given the product [Cl:13][C:14]1[CH:19]=[C:18]([Sn:22]([CH3:25])([CH3:24])[CH3:23])[C:17]([Cl:20])=[CH:16][N:15]=1, predict the reactants needed to synthesize it. The reactants are: C(NC(C)C)(C)C.C([Li])CCC.[Cl:13][C:14]1[CH:19]=[CH:18][C:17]([Cl:20])=[CH:16][N:15]=1.Cl[Sn:22]([CH3:25])([CH3:24])[CH3:23].[Cl-].[NH4+]. (5) Given the product [CH2:22]([N:17]1[CH2:18][CH2:19][C:13]2[CH:12]=[C:11]([O:10][CH2:9][CH2:8][CH2:7][N:1]3[CH2:2][CH2:3][CH2:4][CH2:5][CH2:6]3)[CH:21]=[CH:20][C:14]=2[CH2:15][CH2:16]1)[C:23]1[CH:28]=[CH:27][CH:26]=[CH:25][CH:24]=1, predict the reactants needed to synthesize it. The reactants are: [N:1]1([CH2:7][CH2:8][CH2:9][O:10][C:11]2[CH:21]=[CH:20][C:14]3[CH2:15][CH2:16][NH:17][CH2:18][CH2:19][C:13]=3[CH:12]=2)[CH2:6][CH2:5][CH2:4][CH2:3][CH2:2]1.[CH:22](=O)[C:23]1[CH:28]=[CH:27][CH:26]=[CH:25][CH:24]=1. (6) Given the product [CH2:31]([NH:34][CH2:35][CH:36]([CH3:40])[CH2:37][CH:38]=[CH2:39])[CH:32]=[CH2:33], predict the reactants needed to synthesize it. The reactants are: C(OC(=O)C(C)CC=C)C.CC(C[AlH]CC(C)C)C.CC(CC=C)C=O.C(N)C=C.[CH2:31]([N:34]=[CH:35][CH:36]([CH3:40])[CH2:37][CH:38]=[CH2:39])[CH:32]=[CH2:33].[BH4-].[Na+]. (7) Given the product [C:8]([NH:11][C@H:12]([C:15]1[CH:20]=[C:19]([CH3:21])[C:18]([Cl:22])=[CH:17][C:16]=1[CH:23]1[CH2:28][CH2:27][N:26]([C:29]([C@H:31]2[C@H:35]([C:36]3[CH:41]=[CH:40][C:39]([F:42])=[CH:38][C:37]=3[F:43])[CH2:34][CH:33]([N:44]3[CH2:52][C@H:51]([O:53][Si:67]([C:64]([CH3:66])([CH3:65])[CH3:63])([CH3:69])[CH3:68])[CH2:50][C@@H:45]3[C:46]([O:48][CH3:49])=[O:47])[CH2:32]2)=[O:30])[CH2:25][CH2:24]1)[CH2:13][CH3:14])(=[O:10])[CH3:9], predict the reactants needed to synthesize it. The reactants are: FC(F)(F)C(O)=O.[C:8]([NH:11][C@H:12]([C:15]1[CH:20]=[C:19]([CH3:21])[C:18]([Cl:22])=[CH:17][C:16]=1[CH:23]1[CH2:28][CH2:27][N:26]([C:29]([C@H:31]2[C@H:35]([C:36]3[CH:41]=[CH:40][C:39]([F:42])=[CH:38][C:37]=3[F:43])[CH2:34][CH:33]([N:44]3[CH2:52][C@H:51]([OH:53])[CH2:50][C@@H:45]3[C:46]([O:48][CH3:49])=[O:47])[CH2:32]2)=[O:30])[CH2:25][CH2:24]1)[CH2:13][CH3:14])(=[O:10])[CH3:9].C(N(CC)C(C)C)(C)C.[CH3:63][C:64]([Si:67](Cl)([CH3:69])[CH3:68])([CH3:66])[CH3:65].